From a dataset of Full USPTO retrosynthesis dataset with 1.9M reactions from patents (1976-2016). Predict the reactants needed to synthesize the given product. (1) Given the product [CH3:17][NH:18][CH2:2][CH:3]1[O:8][C:7]2[CH:9]=[C:10]([S:13]([CH3:16])(=[O:15])=[O:14])[CH:11]=[CH:12][C:6]=2[CH2:5][O:4]1, predict the reactants needed to synthesize it. The reactants are: Br[CH2:2][CH:3]1[O:8][C:7]2[CH:9]=[C:10]([S:13]([CH3:16])(=[O:15])=[O:14])[CH:11]=[CH:12][C:6]=2[CH2:5][O:4]1.[CH3:17][NH2:18]. (2) Given the product [Cl:21][CH2:2][C:3]1[CH:4]=[C:5]2[C:9](=[CH:10][C:11]=1[F:12])[N:8]([C:13]([O:15][C:16]([CH3:19])([CH3:18])[CH3:17])=[O:14])[N:7]=[CH:6]2, predict the reactants needed to synthesize it. The reactants are: O[CH2:2][C:3]1[CH:4]=[C:5]2[C:9](=[CH:10][C:11]=1[F:12])[N:8]([C:13]([O:15][C:16]([CH3:19])([CH3:18])[CH3:17])=[O:14])[N:7]=[CH:6]2.C(Cl)[Cl:21].N1C=CC=CC=1.CS(Cl)(=O)=O. (3) Given the product [OH:1][C:2]1[CH:3]=[CH:4][C:5]([S:8][CH2:9][CH2:10][CH2:11][C:12]([N:16]([CH3:15])[CH2:17][C:18]2[CH:23]=[CH:22][CH:21]=[CH:20][C:19]=2[N+:24]([O-:26])=[O:25])=[O:14])=[CH:6][CH:7]=1, predict the reactants needed to synthesize it. The reactants are: [OH:1][C:2]1[CH:7]=[CH:6][C:5]([S:8][CH2:9][CH2:10][CH2:11][C:12]([OH:14])=O)=[CH:4][CH:3]=1.[CH3:15][NH:16][CH2:17][C:18]1[CH:23]=[CH:22][CH:21]=[CH:20][C:19]=1[N+:24]([O-:26])=[O:25]. (4) Given the product [CH2:1]([O:5][C:6]1[CH:11]=[CH:10][C:9]([S:12]([O:15][C:16]2[C:24]([CH3:25])=[CH:23][CH:22]=[CH:21][C:17]=2[C:18]([NH:28][OH:27])=[O:19])(=[O:14])=[O:13])=[CH:8][CH:7]=1)[C:2]#[C:3][CH3:4], predict the reactants needed to synthesize it. The reactants are: [CH2:1]([O:5][C:6]1[CH:11]=[CH:10][C:9]([S:12]([O:15][C:16]2[C:24]([CH3:25])=[CH:23][CH:22]=[CH:21][C:17]=2[C:18](O)=[O:19])(=[O:14])=[O:13])=[CH:8][CH:7]=1)[C:2]#[C:3][CH3:4].O.[OH:27][N:28]1C2C=CC=CC=2N=N1.Cl.CN(C)CCCN=C=NCC.NO. (5) Given the product [CH2:1]([C@@H:5]1[N:10]([C:29]([C:17]2[S:16][C:28]3[C:27]4[CH:26]=[CH:25][CH:24]=[CH:23][C:22]=4[O:21][CH2:20][C:19]=3[CH:18]=2)=[O:30])[CH2:9][C@H:8]([CH2:11][CH:12]([CH3:14])[CH3:13])[NH:7][C:6]1=[O:15])[CH:2]([CH3:4])[CH3:3], predict the reactants needed to synthesize it. The reactants are: [CH2:1]([C@@H:5]1[NH:10][CH2:9][C@H:8]([CH2:11][CH:12]([CH3:14])[CH3:13])[NH:7][C:6]1=[O:15])[CH:2]([CH3:4])[CH3:3].[S:16]1[C:28]2[C:27]3[CH:26]=[CH:25][CH:24]=[CH:23][C:22]=3[O:21][CH2:20][C:19]=2[CH:18]=[C:17]1[C:29](O)=[O:30].C([C@@H]1N(C([C@@H]2C[C@H]2C2C=CC=CC=2)=O)C[C@H](CC(C)C)NC1=O)C(C)C. (6) The reactants are: [C:1](Cl)(=[O:8])[C:2]1[CH:7]=[CH:6][CH:5]=[CH:4][CH:3]=1.[Cl:10][C:11]1[CH:12]=[CH:13][C:14]([O:33][CH2:34][C:35]2[CH:40]=[CH:39][C:38]([F:41])=[CH:37][C:36]=2[F:42])=[C:15]([C:17]2[N:18]([C:23]3[CH:24]=[C:25]([S:29]([NH2:32])(=[O:31])=[O:30])[CH:26]=[CH:27][CH:28]=3)[C:19]([CH3:22])=[CH:20][CH:21]=2)[CH:16]=1.C(N(CC)CC)C. Given the product [Cl:10][C:11]1[CH:12]=[CH:13][C:14]([O:33][CH2:34][C:35]2[CH:40]=[CH:39][C:38]([F:41])=[CH:37][C:36]=2[F:42])=[C:15]([C:17]2[N:18]([C:23]3[CH:24]=[C:25]([S:29]([NH:32][C:1]([C:2]4[CH:7]=[CH:6][CH:5]=[CH:4][CH:3]=4)=[O:8])(=[O:31])=[O:30])[CH:26]=[CH:27][CH:28]=3)[C:19]([CH3:22])=[CH:20][CH:21]=2)[CH:16]=1, predict the reactants needed to synthesize it.